This data is from Full USPTO retrosynthesis dataset with 1.9M reactions from patents (1976-2016). The task is: Predict the reactants needed to synthesize the given product. (1) Given the product [CH3:62][C@:63]12[C@@:80]3([CH3:81])[C@@H:71]([C@:72]4([CH3:94])[C@@H:77]([CH2:78][CH2:79]3)[C:76]([CH3:82])([CH3:83])[C:75]([C:84]3[CH:93]=[CH:92][C:87]([C:88]([O:90][CH3:91])=[O:89])=[CH:86][CH:85]=3)=[CH:74][CH2:73]4)[CH2:70][CH2:69][C@@H:68]1[C@H:67]1[C@H:95]([C:98]([CH3:100])=[CH2:99])[CH2:96][CH2:97][C@:66]1([N:101]([CH2:54][C:55](=[O:56])[C:57]1[CH:61]=[CH:60][S:59][CH:58]=1)[C:102]1[S:103][CH:104]=[C:105]([C:107]3[CH:111]=[CH:110][S:109][CH:108]=3)[N:106]=1)[CH2:65][CH2:64]2, predict the reactants needed to synthesize it. The reactants are: C[C@]12[C@@]3(C)[C@@H]([C@]4(C)[C@@H](CC3)C(C)(C)C(C3C=CC(C(OC)=O)=CC=3)=CC4)CC[C@@H]1[C@H]1[C@H](C(C)=C)CC[C@]1(NC(N)=S)CC2.C(N(CC)C(C)C)(C)C.Br[CH2:54][C:55]([C:57]1[CH:61]=[CH:60][S:59][CH:58]=1)=[O:56].[CH3:62][C@:63]12[C@@:80]3([CH3:81])[C@@H:71]([C@:72]4([CH3:94])[C@@H:77]([CH2:78][CH2:79]3)[C:76]([CH3:83])([CH3:82])[C:75]([C:84]3[CH:93]=[CH:92][C:87]([C:88]([O:90][CH3:91])=[O:89])=[CH:86][CH:85]=3)=[CH:74][CH2:73]4)[CH2:70][CH2:69][C@@H:68]1[C@H:67]1[C@H:95]([C:98]([CH3:100])=[CH2:99])[CH2:96][CH2:97][C@:66]1([NH:101][C:102]1[S:103][CH:104]=[C:105]([C:107]3[CH:111]=[CH:110][S:109][CH:108]=3)[N:106]=1)[CH2:65][CH2:64]2. (2) Given the product [O:1]=[C:2]1[NH:7][C:6]([N:8]2[CH2:13][CH2:12][CH2:11][CH2:10][CH2:9]2)=[N:5][C:4]([C:14]2[CH:15]=[CH:16][C:17]([CH3:20])=[CH:18][CH:19]=2)=[C:3]1[CH:21]([CH2:26][CH2:27][CH3:28])[C:22]([OH:24])=[O:23], predict the reactants needed to synthesize it. The reactants are: [O:1]=[C:2]1[NH:7][C:6]([N:8]2[CH2:13][CH2:12][CH2:11][CH2:10][CH2:9]2)=[N:5][C:4]([C:14]2[CH:19]=[CH:18][C:17]([CH3:20])=[CH:16][CH:15]=2)=[C:3]1[CH:21]([CH2:26][CH2:27][CH3:28])[C:22]([O:24]C)=[O:23].[OH-].[Na+]. (3) Given the product [O:1]1[CH:5]=[CH:4][C:3]([CH2:6][CH:7]2[CH2:11][C:10](=[O:12])[CH:9]([C:13]3[C:18]([CH3:19])=[CH:17][C:16]([CH3:20])=[CH:15][C:14]=3[CH3:21])[C:8]2=[O:22])=[CH:2]1, predict the reactants needed to synthesize it. The reactants are: [O:1]1[CH:5]=[CH:4][C:3](/[CH:6]=[C:7]2/[C:8](=[O:22])[CH:9]([C:13]3[C:18]([CH3:19])=[CH:17][C:16]([CH3:20])=[CH:15][C:14]=3[CH3:21])[C:10](=[O:12])[CH2:11]/2)=[CH:2]1. (4) Given the product [NH2:1][C:2]1[N:3]([C:25]2[CH:30]=[CH:29][CH:28]=[CH:27][C:26]=2[O:31][CH3:32])[N:4]=[C:5]2[C:14]3[CH:13]=[CH:12][CH:11]=[CH:10][C:9]=3[NH:8][C:7](=[O:24])[C:6]=12, predict the reactants needed to synthesize it. The reactants are: [NH2:1][C:2]1[N:3]([C:25]2[CH:30]=[CH:29][CH:28]=[CH:27][C:26]=2[O:31][CH3:32])[N:4]=[C:5]2[C:14]3[CH:13]=[CH:12][CH:11]=[CH:10][C:9]=3[N:8](CC3C=CC(OC)=CC=3)[C:7](=[O:24])[C:6]=12.C1(OC)C=CC=CC=1.FC(F)(F)C(O)=O.FC(F)(F)S(O)(=O)=O. (5) Given the product [C:20]([O:19][C:15]([CH2:16][CH2:17][O:13][CH2:12][CH2:11][O:10][CH2:9][CH2:8][O:7][CH2:6][CH2:5][O:4][CH2:3][CH2:2][O:14][CH2:17][CH2:16][C:15]([O:19][C:20]([CH3:23])([CH3:22])[CH3:21])=[O:18])=[O:18])([CH3:23])([CH3:22])[CH3:21], predict the reactants needed to synthesize it. The reactants are: [Na].[CH2:2]([OH:14])[CH2:3][O:4][CH2:5][CH2:6][O:7][CH2:8][CH2:9][O:10][CH2:11][CH2:12][OH:13].[C:15]([O:19][C:20]([CH3:23])([CH3:22])[CH3:21])(=[O:18])[CH:16]=[CH2:17].[Cl-].[NH4+]. (6) Given the product [Cl:1][C:2]1[CH:11]=[CH:10][C:9]([N:12]2[CH2:16][CH2:15][CH:14]([N:17]([CH2:20][CH3:21])[CH2:18][CH3:19])[CH2:13]2)=[CH:8][C:3]=1[C:4]([NH2:22])=[O:5], predict the reactants needed to synthesize it. The reactants are: [Cl:1][C:2]1[CH:11]=[CH:10][C:9]([N:12]2[CH2:16][CH2:15][CH:14]([N:17]([CH2:20][CH3:21])[CH2:18][CH3:19])[CH2:13]2)=[CH:8][C:3]=1[C:4](OC)=[O:5].[NH3:22]. (7) Given the product [F:1][C:2]1[CH:3]=[C:4]([CH:7]=[CH:8][C:9]=1[O:10][C:11]1[CH:16]=[CH:15][C:14]([CH:17]=[O:18])=[CH:13][CH:12]=1)[C:5]([NH2:6])=[O:22], predict the reactants needed to synthesize it. The reactants are: [F:1][C:2]1[CH:3]=[C:4]([CH:7]=[CH:8][C:9]=1[O:10][C:11]1[CH:16]=[CH:15][C:14]([CH:17]=[O:18])=[CH:13][CH:12]=1)[C:5]#[N:6].OO.C(=O)([O-])[O-:22].[K+].[K+]. (8) The reactants are: [F:1][C:2]1[CH:7]=[C:6]([I:8])[CH:5]=[CH:4][C:3]=1[NH:9][C:10]1[N:14]2[CH:15]=[N:16][CH:17]=[CH:18][C:13]2=[CH:12][C:11]=1[C:19]([OH:21])=O.CC1(C)[O:27][C@H:26]([CH2:28]NO)[CH2:25][O:24]1.C1C=CC2[N:40]([OH:41])N=NC=2C=1.CCN=C=NCCCN(C)C.Cl.CCN(C(C)C)C(C)C. Given the product [OH:27][C@H:26]([CH2:25][OH:24])[CH2:28][O:41][NH:40][C:19]([C:11]1[CH:12]=[C:13]2[CH:18]=[CH:17][N:16]=[CH:15][N:14]2[C:10]=1[NH:9][C:3]1[CH:4]=[CH:5][C:6]([I:8])=[CH:7][C:2]=1[F:1])=[O:21], predict the reactants needed to synthesize it. (9) The reactants are: Br[C:2]1[CH:3]=[CH:4][C:5]([F:10])=[C:6]([CH:9]=1)[C:7]#[N:8].[C:11]1(B(O)O)[CH:16]=[CH:15][CH:14]=[CH:13][CH:12]=1.C([O-])([O-])=O.[Cs+].[Cs+].O. Given the product [F:10][C:5]1[CH:4]=[CH:3][C:2]([C:11]2[CH:16]=[CH:15][CH:14]=[CH:13][CH:12]=2)=[CH:9][C:6]=1[C:7]#[N:8], predict the reactants needed to synthesize it. (10) Given the product [CH2:7]([O:14][C:15]1[CH:16]=[C:17]([F:26])[CH:18]=[C:19]2[C:24]=1[N:23]=[C:1]([Cl:6])[CH:2]=[CH:20]2)[C:8]1[CH:9]=[CH:10][CH:11]=[CH:12][CH:13]=1, predict the reactants needed to synthesize it. The reactants are: [C:1]([Cl:6])(=O)[C:2](Cl)=O.[CH2:7]([O:14][C:15]1[CH:16]=[C:17]([F:26])[CH:18]=[C:19]2[C:24]=1[N:23]=C(O)C=[CH:20]2)[C:8]1[CH:13]=[CH:12][CH:11]=[CH:10][CH:9]=1.